Dataset: Full USPTO retrosynthesis dataset with 1.9M reactions from patents (1976-2016). Task: Predict the reactants needed to synthesize the given product. (1) Given the product [CH3:1][C@@H:2]1[NH:3][CH2:4][CH2:5][N:6]([S:19]([C:16]2[CH:15]=[CH:14][C:13]([O:12][C:11]([F:10])([F:23])[F:24])=[CH:18][CH:17]=2)(=[O:21])=[O:20])[CH2:7]1, predict the reactants needed to synthesize it. The reactants are: [CH3:1][C@H:2]1[CH2:7][NH:6][CH2:5][CH2:4][NH:3]1.[OH-].[Na+].[F:10][C:11]([F:24])([F:23])[O:12][C:13]1[CH:18]=[CH:17][C:16]([S:19](Cl)(=[O:21])=[O:20])=[CH:15][CH:14]=1. (2) Given the product [F:13][C:8]1[CH:9]=[CH:10][CH:11]=[CH:12][C:7]=1[CH:6]1[O:5][C:4](=[O:14])[C:3]([C:15]2[C:20]([F:21])=[CH:19][C:18]([F:22])=[CH:17][C:16]=2[F:23])=[C:2]1[C:28]1[CH:29]=[N:30][CH:31]=[C:26]([O:25][CH3:24])[CH:27]=1, predict the reactants needed to synthesize it. The reactants are: Br[C:2]1[CH:6]([C:7]2[CH:12]=[CH:11][CH:10]=[CH:9][C:8]=2[F:13])[O:5][C:4](=[O:14])[C:3]=1[C:15]1[C:20]([F:21])=[CH:19][C:18]([F:22])=[CH:17][C:16]=1[F:23].[CH3:24][O:25][C:26]1[CH:27]=[C:28](B(O)O)[CH:29]=[N:30][CH:31]=1.[F-].[Cs+].O.